This data is from Forward reaction prediction with 1.9M reactions from USPTO patents (1976-2016). The task is: Predict the product of the given reaction. (1) Given the reactants CCN(C(C)C)C(C)C.[Cl:10][C:11]1[C:12]([C:30]2[CH:31]=[N:32][N:33]3[CH:38]=[CH:37][CH:36]=[CH:35][C:34]=23)=[N:13][C:14]([NH:17][C:18]2[CH:23]=[C:22]([N+:24]([O-:26])=[O:25])[C:21](F)=[CH:20][C:19]=2[O:28][CH3:29])=[N:15][CH:16]=1.[CH3:39][NH:40][CH2:41][CH2:42][N:43]1[CH2:48][CH2:47][N:46]([CH3:49])[CH2:45][CH2:44]1, predict the reaction product. The product is: [Cl:10][C:11]1[C:12]([C:30]2[CH:31]=[N:32][N:33]3[CH:38]=[CH:37][CH:36]=[CH:35][C:34]=23)=[N:13][C:14]([NH:17][C:18]2[CH:23]=[C:22]([N+:24]([O-:26])=[O:25])[C:21]([N:40]([CH3:39])[CH2:41][CH2:42][N:43]3[CH2:48][CH2:47][N:46]([CH3:49])[CH2:45][CH2:44]3)=[CH:20][C:19]=2[O:28][CH3:29])=[N:15][CH:16]=1. (2) Given the reactants Cl[C:2]1[N:7]2[N:8]=[C:9]([CH:11]3[CH2:13][CH2:12]3)[N:10]=[C:6]2[N:5]=[C:4]([CH3:14])[CH:3]=1.[F:15][C:16]([F:25])([F:24])[C:17]1[CH:23]=[CH:22][C:20]([NH2:21])=[CH:19][CH:18]=1, predict the reaction product. The product is: [CH:11]1([C:9]2[N:10]=[C:6]3[N:5]=[C:4]([CH3:14])[CH:3]=[C:2]([NH:21][C:20]4[CH:22]=[CH:23][C:17]([C:16]([F:15])([F:24])[F:25])=[CH:18][CH:19]=4)[N:7]3[N:8]=2)[CH2:13][CH2:12]1.